Task: Predict the reaction yield, written as a fraction of the theoretical maximum amount of product (1.0 means a 100% yield; for example, 0.34 means a 34% yield).. Dataset: Reaction yield outcomes from USPTO patents with 853,638 reactions (1) The reactants are [F:1][C:2]1[CH:3]=[CH:4][C:5]([O:10][C:11]2[CH:25]=[CH:24][C:14]3[C:15]([CH2:18][N:19]4[CH2:23][CH2:22][CH2:21][CH2:20]4)=[N:16][O:17][C:13]=3[CH:12]=2)=[C:6]([CH:9]=1)[CH2:7][NH2:8].FC(F)(F)C[O:29][C:30](=O)[NH:31][C:32]1[N:33]([C:41]2[CH:46]=[CH:45][C:44]([CH3:47])=[CH:43][CH:42]=2)[N:34]=[C:35]([C:37]([CH3:40])([CH3:39])[CH3:38])[CH:36]=1.C(N(C(C)C)CC)(C)C. The catalyst is CN(C=O)C. The product is [C:37]([C:35]1[CH:36]=[C:32]([NH:31][C:30]([NH:8][CH2:7][C:6]2[CH:9]=[C:2]([F:1])[CH:3]=[CH:4][C:5]=2[O:10][C:11]2[CH:25]=[CH:24][C:14]3[C:15]([CH2:18][N:19]4[CH2:20][CH2:21][CH2:22][CH2:23]4)=[N:16][O:17][C:13]=3[CH:12]=2)=[O:29])[N:33]([C:41]2[CH:46]=[CH:45][C:44]([CH3:47])=[CH:43][CH:42]=2)[N:34]=1)([CH3:40])([CH3:38])[CH3:39]. The yield is 0.340. (2) The reactants are [C:1]([O:5][C:6](=[O:26])[CH2:7][C:8]1[CH:23]=[CH:22][C:11]([O:12][C:13]2[CH:21]=[CH:20][C:16]([C:17](O)=[O:18])=[CH:15][CH:14]=2)=[C:10]([C:24]#[N:25])[CH:9]=1)([CH3:4])([CH3:3])[CH3:2].[Cl:27][C:28]1[CH:33]=[CH:32][C:31]([CH2:34][CH2:35][NH2:36])=[CH:30][CH:29]=1.C(NC(C)C)(C)C.CN(C(ON1N=NC2C=CC=CC1=2)=[N+](C)C)C.F[P-](F)(F)(F)(F)F. The catalyst is CN(C=O)C.O. The product is [Cl:27][C:28]1[CH:33]=[CH:32][C:31]([CH2:34][CH2:35][NH:36][C:17]([C:16]2[CH:15]=[CH:14][C:13]([O:12][C:11]3[CH:22]=[CH:23][C:8]([CH2:7][C:6]([O:5][C:1]([CH3:4])([CH3:2])[CH3:3])=[O:26])=[CH:9][C:10]=3[C:24]#[N:25])=[CH:21][CH:20]=2)=[O:18])=[CH:30][CH:29]=1. The yield is 0.850. (3) The reactants are [CH3:1][C:2]([CH3:13])([CH3:12])[C@@H:3]([C:5]([O:7][C:8]([CH3:11])([CH3:10])[CH3:9])=[O:6])[NH2:4].C(N(CC)CC)C.[CH3:21][S:22](Cl)(=[O:24])=[O:23]. The catalyst is ClCCl.CN(C)C1C=CN=CC=1. The product is [CH3:1][C:2]([CH3:13])([CH3:12])[C@@H:3]([C:5]([O:7][C:8]([CH3:11])([CH3:10])[CH3:9])=[O:6])[NH:4][S:22]([CH3:21])(=[O:24])=[O:23]. The yield is 1.00.